Predict which catalyst facilitates the given reaction. From a dataset of Catalyst prediction with 721,799 reactions and 888 catalyst types from USPTO. (1) Reactant: C([NH:4][C:5]1[CH:6]=[C:7]([S:13]([N:16]2[C:24]3[C:19](=[CH:20][C:21]([O:25][CH3:26])=[CH:22][CH:23]=3)[C:18]([CH3:27])=[CH:17]2)(=[O:15])=[O:14])[CH:8]=[CH:9][C:10]=1[O:11][CH3:12])(=O)C.Cl. Product: [NH2:4][C:5]1[CH:6]=[C:7]([S:13]([N:16]2[C:24]3[C:19](=[CH:20][C:21]([O:25][CH3:26])=[CH:22][CH:23]=3)[C:18]([CH3:27])=[CH:17]2)(=[O:14])=[O:15])[CH:8]=[CH:9][C:10]=1[O:11][CH3:12]. The catalyst class is: 8. (2) Reactant: [NH2:1][C:2]1[CH:3]=[C:4]2[C:9](=[C:10]([Cl:12])[CH:11]=1)[N:8]=[CH:7][C:6]([C:13]#[N:14])=[C:5]2[NH:15][C:16]1[CH:21]=[CH:20][C:19]([F:22])=[C:18]([Cl:23])[CH:17]=1.[CH3:24][NH:25][C:26]1[C:31]([CH:32]=O)=[CH:30][N:29]=[C:28]([S:34][CH3:35])[N:27]=1.[BH3-]C#N.[Na+]. Product: [Cl:12][C:10]1[CH:11]=[C:2]([NH:1][CH2:32][C:31]2[C:26]([NH:25][CH3:24])=[N:27][C:28]([S:34][CH3:35])=[N:29][CH:30]=2)[CH:3]=[C:4]2[C:9]=1[N:8]=[CH:7][C:6]([C:13]#[N:14])=[C:5]2[NH:15][C:16]1[CH:21]=[CH:20][C:19]([F:22])=[C:18]([Cl:23])[CH:17]=1. The catalyst class is: 14. (3) Reactant: [C:1]([N:9]1[CH2:22][CH2:21][C:20]2[C:19]3[C:18]([O:23][C:24]4[CH:29]=[CH:28][CH:27]=[CH:26][CH:25]=4)=[CH:17][CH:16]=[CH:15][C:14]=3[NH:13][C:12]=2[CH2:11][CH2:10]1)(=O)[C:2]1[CH:7]=[CH:6][CH:5]=[CH:4][CH:3]=1.[H-].[Al+3].[Li+].[H-].[H-].[H-]. Product: [CH2:1]([N:9]1[CH2:22][CH2:21][C:20]2[C:19]3[C:18]([O:23][C:24]4[CH:29]=[CH:28][CH:27]=[CH:26][CH:25]=4)=[CH:17][CH:16]=[CH:15][C:14]=3[NH:13][C:12]=2[CH2:11][CH2:10]1)[C:2]1[CH:3]=[CH:4][CH:5]=[CH:6][CH:7]=1. The catalyst class is: 7. (4) The catalyst class is: 1. Product: [N:12]1([C:8]2[CH:7]=[C:6]([CH:11]=[CH:10][CH:9]=2)[CH:2]=[O:1])[CH2:16][CH2:15][CH2:14][CH2:13]1. Reactant: [O:1]1CCO[CH:2]1[C:6]1[CH:7]=[C:8]([N:12]2[CH2:16][CH2:15][CH2:14][CH2:13]2)[CH:9]=[CH:10][CH:11]=1.Cl.CCOC(C)=O. (5) Reactant: Br[C-:2]1[CH:6]=[CH:5][CH:4]=[CH:3]1.[CH3:7][Si:8]([CH3:15])([CH3:14])[C-:9]1[CH:13]=[CH:12][CH:11]=[CH:10]1.[Fe+2:16].C([Li])CCC.C(=O)=O.CC(C)=O.[CH3:29][N+:30]([CH3:32])=[CH2:31].[I-]. Product: [CH3:29][N:30]([CH2:32][C-:2]1[CH:6]=[CH:5][CH:4]=[CH:3]1)[CH3:31].[CH3:7][Si:8]([CH3:15])([CH3:14])[C-:9]1[CH:13]=[CH:12][CH:11]=[CH:10]1.[Fe+2:16]. The catalyst class is: 385. (6) Reactant: N#N.[CH3:3][O:4][C:5](=[O:25])[CH:6]([NH:9][C:10](=[O:24])[CH2:11][C:12]1[CH:17]=[CH:16][CH:15]=[C:14]([C:18]2([CH3:23])[O:22][CH2:21][CH2:20][O:19]2)[CH:13]=1)[CH2:7]O.[OH-].COC(NS([N+](CC)(CC)CC)(=O)=O)=O. The catalyst class is: 1. Product: [CH3:3][O:4][C:5]([CH:6]1[CH2:7][O:24][C:10]([CH2:11][C:12]2[CH:17]=[CH:16][CH:15]=[C:14]([C:18]3([CH3:23])[O:22][CH2:21][CH2:20][O:19]3)[CH:13]=2)=[N:9]1)=[O:25].